Dataset: Full USPTO retrosynthesis dataset with 1.9M reactions from patents (1976-2016). Task: Predict the reactants needed to synthesize the given product. (1) Given the product [C:1]([N:4]1[C:13]2[C:8](=[CH:9][C:10]([C:14]3[CH:15]=[CH:16][C:17]([CH2:20][C:21]([NH:38][CH2:37][CH2:35][OH:36])=[O:22])=[CH:18][CH:19]=3)=[CH:11][CH:12]=2)[C@H:7]([NH:24][C:25]2[CH:30]=[CH:29][C:28]([C:31]#[N:32])=[CH:27][N:26]=2)[CH2:6][C@@H:5]1[CH3:33])(=[O:3])[CH3:2], predict the reactants needed to synthesize it. The reactants are: [C:1]([N:4]1[C:13]2[C:8](=[CH:9][C:10]([C:14]3[CH:19]=[CH:18][C:17]([CH2:20][C:21](O)=[O:22])=[CH:16][CH:15]=3)=[CH:11][CH:12]=2)[C@H:7]([NH:24][C:25]2[CH:30]=[CH:29][C:28]([C:31]#[N:32])=[CH:27][N:26]=2)[CH2:6][C@@H:5]1[CH3:33])(=[O:3])[CH3:2].[Li].[CH2:35]([CH2:37][NH2:38])[OH:36].CN(C(ON1N=NC2C=CC=NC1=2)=[N+](C)C)C.F[P-](F)(F)(F)(F)F.CCN(C(C)C)C(C)C. (2) The reactants are: [F:1][C:2]([F:22])([F:21])[C:3]1[CH:8]=[CH:7][C:6]([C:9]2[CH:14]=[CH:13][C:12]([C:15]([OH:17])=O)=[C:11]([N+:18]([O-:20])=[O:19])[CH:10]=2)=[CH:5][CH:4]=1.[N:23]1([CH2:28][C:29]2[CH:34]=[CH:33][C:32]([CH2:35][CH2:36][NH2:37])=[CH:31][CH:30]=2)[CH2:27][CH2:26][CH2:25][CH2:24]1. Given the product [N:23]1([CH2:28][C:29]2[CH:34]=[CH:33][C:32]([CH2:35][CH2:36][NH:37][C:15]([C:12]3[CH:13]=[CH:14][C:9]([C:6]4[CH:7]=[CH:8][C:3]([C:2]([F:21])([F:22])[F:1])=[CH:4][CH:5]=4)=[CH:10][C:11]=3[N+:18]([O-:20])=[O:19])=[O:17])=[CH:31][CH:30]=2)[CH2:27][CH2:26][CH2:25][CH2:24]1, predict the reactants needed to synthesize it. (3) Given the product [F:1][C:2]1[CH:3]=[CH:4][C:5]([C@:8]2([CH2:31][CH2:32][CH2:33][NH:44][S:41]([CH3:40])(=[O:43])=[O:42])[O:13][C:12](=[O:14])[N:11]([C@H:15]([C:17]3[CH:18]=[CH:19][C:20]([C:23]4[CH:28]=[CH:27][C:26](=[O:29])[N:25]([CH3:30])[CH:24]=4)=[CH:21][CH:22]=3)[CH3:16])[CH2:10][CH2:9]2)=[CH:6][CH:7]=1, predict the reactants needed to synthesize it. The reactants are: [F:1][C:2]1[CH:7]=[CH:6][C:5]([C@:8]2([CH2:31][CH2:32][CH2:33]O)[O:13][C:12](=[O:14])[N:11]([C@H:15]([C:17]3[CH:22]=[CH:21][C:20]([C:23]4[CH:28]=[CH:27][C:26](=[O:29])[N:25]([CH3:30])[CH:24]=4)=[CH:19][CH:18]=3)[CH3:16])[CH2:10][CH2:9]2)=[CH:4][CH:3]=1.CS(Cl)(=O)=O.[CH3:40][S:41]([NH2:44])(=[O:43])=[O:42]. (4) Given the product [CH:1]1([C:4]([C:18]2[C:19]3[C:24](=[C:23]([NH:25][S:26]([CH3:29])(=[O:27])=[O:28])[CH:22]=[CH:21][CH:20]=3)[NH:16][CH:17]=2)([C:7]2[O:15][C:14]3[C:9](=[N:10][CH:11]=[CH:12][CH:13]=3)[CH:8]=2)[CH3:5])[CH2:3][CH2:2]1, predict the reactants needed to synthesize it. The reactants are: [CH:1]1([C:4]([C:7]2[O:15][C:14]3[C:9](=[N:10][CH:11]=[CH:12][CH:13]=3)[CH:8]=2)(O)[CH3:5])[CH2:3][CH2:2]1.[NH:16]1[C:24]2[C:19](=[CH:20][CH:21]=[CH:22][C:23]=2[NH:25][S:26]([CH3:29])(=[O:28])=[O:27])[CH:18]=[CH:17]1.C(O)(C(F)(F)F)=O. (5) Given the product [F:1][C:2]1[CH:3]=[C:4]([CH:25]=[CH:26][CH:27]=1)[CH2:5][NH:6][C:7](=[O:24])[CH2:8][CH:9]1[CH2:14][CH2:13][CH2:12][CH2:11][N:10]1[CH2:15][CH2:16][C:17]1[C:18](=[O:23])[N:19]([CH2:31][CH:28]2[CH2:30][CH2:29]2)[CH:20]=[CH:21][CH:22]=1, predict the reactants needed to synthesize it. The reactants are: [F:1][C:2]1[CH:3]=[C:4]([CH:25]=[CH:26][CH:27]=1)[CH2:5][NH:6][C:7](=[O:24])[CH2:8][CH:9]1[CH2:14][CH2:13][CH2:12][CH2:11][N:10]1[CH2:15][CH2:16][C:17]1[C:18](=[O:23])[NH:19][CH:20]=[CH:21][CH:22]=1.[CH:28]1([CH2:31]Cl)[CH2:30][CH2:29]1.C(=O)([O-])[O-].[K+].[K+].CN(C=O)C.